From a dataset of Catalyst prediction with 721,799 reactions and 888 catalyst types from USPTO. Predict which catalyst facilitates the given reaction. (1) Reactant: [C:1]1([CH3:16])[CH:6]=[CH:5][CH:4]=[C:3]([C:7]2[O:8][C:9]3[CH2:14][CH2:13][NH:12][CH2:11][C:10]=3[N:15]=2)[CH:2]=1.CCN(C(C)C)C(C)C.Cl[C:27]1[N:34]=[CH:33][CH:32]=[CH:31][C:28]=1[C:29]#[N:30]. Product: [C:1]1([CH3:16])[CH:6]=[CH:5][CH:4]=[C:3]([C:7]2[O:8][C:9]3[CH2:14][CH2:13][N:12]([C:27]4[N:34]=[CH:33][CH:32]=[CH:31][C:28]=4[C:29]#[N:30])[CH2:11][C:10]=3[N:15]=2)[CH:2]=1. The catalyst class is: 3. (2) Reactant: CO.[O:3]([C:10]1[CH:18]=[CH:17][C:13]([C:14]([OH:16])=[O:15])=[C:12]([NH:19][C:20](=[O:30])[CH2:21]/[CH:22]=[CH:23]/[C:24]2[CH:29]=[CH:28][CH:27]=[CH:26][CH:25]=2)[CH:11]=1)[C:4]1[CH:9]=[CH:8][CH:7]=[CH:6][CH:5]=1. Product: [O:3]([C:10]1[CH:18]=[CH:17][C:13]([C:14]([OH:16])=[O:15])=[C:12]([NH:19][C:20](=[O:30])[CH2:21][CH2:22][CH2:23][C:24]2[CH:29]=[CH:28][CH:27]=[CH:26][CH:25]=2)[CH:11]=1)[C:4]1[CH:5]=[CH:6][CH:7]=[CH:8][CH:9]=1. The catalyst class is: 849. (3) Reactant: [N:1]([CH2:4][CH:5]1[CH2:9][C:8]2[CH:10]=[CH:11][CH:12]=[C:13]([C:14]3[CH:19]=[CH:18][C:17]([Cl:20])=[CH:16][C:15]=3[Cl:21])[C:7]=2[O:6]1)=[N+]=[N-]. The catalyst class is: 553. Product: [Cl:21][C:15]1[CH:16]=[C:17]([Cl:20])[CH:18]=[CH:19][C:14]=1[C:13]1[C:7]2[O:6][CH:5]([CH2:4][NH2:1])[CH2:9][C:8]=2[CH:10]=[CH:11][CH:12]=1. (4) Reactant: [F:1][C:2]1[CH:7]=[C:6]([F:8])[CH:5]=[CH:4][C:3]=1[C:9]1[N:10]=[C:11]2[N:15]([C:16]=1[C:17]1[CH:18]=[CH:19][C:20]3[N:21]([C:23]([C:26](OCC)=[O:27])=[N:24][N:25]=3)[N:22]=1)[CH:14]=[CH:13][O:12]2.[CH3:31][Mg]Cl.[Cl-].[NH4+].C(Cl)Cl. Product: [F:1][C:2]1[CH:7]=[C:6]([F:8])[CH:5]=[CH:4][C:3]=1[C:9]1[N:10]=[C:11]2[N:15]([C:16]=1[C:17]1[CH:18]=[CH:19][C:20]3[N:21]([C:23]([C:26](=[O:27])[CH3:31])=[N:24][N:25]=3)[N:22]=1)[CH:14]=[CH:13][O:12]2. The catalyst class is: 20.